From a dataset of Forward reaction prediction with 1.9M reactions from USPTO patents (1976-2016). Predict the product of the given reaction. (1) Given the reactants [O:1]=[C:2]1[C:11]2[CH:10]=[C:9]([C:12]([O-])=[O:13])[CH:8]=[CH:7][C:6]=2[N:5]=[C:4]2[CH2:15][CH2:16][CH2:17][N:3]12.[H-].[Li+].[Al+3].[H-].[H-].[H-], predict the reaction product. The product is: [OH:13][CH2:12][C:9]1[CH:8]=[CH:7][C:6]2[N:5]=[C:4]3[CH2:15][CH2:16][CH2:17][N:3]3[C:2](=[O:1])[C:11]=2[CH:10]=1. (2) Given the reactants [C:1]([O:5][C:6](=[O:26])[C:7]1[CH:12]=[CH:11][C:10]([CH2:13][N:14]2[C:23](=[O:24])[CH:22]=[C:21]3[C:16]([CH:17]=[C:18](Br)[N:19]=[CH:20]3)=[CH:15]2)=[CH:9][CH:8]=1)([CH3:4])([CH3:3])[CH3:2].[CH2:27]([N:30]1[CH:34]=[CH:33][N:32]=C1)[C:28]#[CH:29].C([N:37](CC)CC)C, predict the reaction product. The product is: [C:1]([O:5][C:6](=[O:26])[C:7]1[CH:12]=[CH:11][C:10]([CH2:13][N:14]2[C:23](=[O:24])[CH:22]=[C:21]3[C:16]([CH:17]=[C:18]([C:29]#[C:28][CH2:27][N:30]4[CH:34]=[CH:33][N:32]=[N:37]4)[N:19]=[CH:20]3)=[CH:15]2)=[CH:9][CH:8]=1)([CH3:4])([CH3:3])[CH3:2]. (3) Given the reactants CS(O[CH2:6][C@H:7]1[C@@H:9]([CH2:10]OS(C)(=O)=O)[O:8]1)(=O)=O.[Br:16][C:17]1[CH:18]=[C:19]([CH:21]=[CH:22][CH:23]=1)[NH2:20].C(=O)([O-])[O-].[K+].[K+], predict the reaction product. The product is: [Br:16][C:17]1[CH:18]=[C:19]([N:20]2[CH2:10][CH:9]3[O:8][CH:7]3[CH2:6]2)[CH:21]=[CH:22][CH:23]=1.